Dataset: Catalyst prediction with 721,799 reactions and 888 catalyst types from USPTO. Task: Predict which catalyst facilitates the given reaction. (1) Reactant: CC(C)([O-])C.[K+].C1(C)C=CC(S([CH2:16][N+:17]#[C-])(=O)=O)=CC=1.[Br:20][C:21]1[CH:28]=[CH:27][C:24]([CH:25]=O)=[C:23]([O:29][CH3:30])[CH:22]=1.CO. Product: [Br:20][C:21]1[CH:28]=[CH:27][C:24]([CH2:25][C:16]#[N:17])=[C:23]([O:29][CH3:30])[CH:22]=1. The catalyst class is: 57. (2) Reactant: C(N(CC)CC)C.Cl.[NH2:9][CH:10]1[CH2:15][CH:14]([C:16]2[CH:21]=[CH:20][C:19]([C:22]([F:25])([F:24])[F:23])=[CH:18][CH:17]=2)[CH2:13][N:12]([C:26]([N:28]2[CH2:37][CH2:36][C:31]3([O:35][CH2:34][CH2:33][O:32]3)[CH2:30][CH2:29]2)=[O:27])[CH2:11]1.[CH:38]1([C:43](Cl)=[O:44])[CH2:42][CH2:41][CH2:40][CH2:39]1. Product: [O:35]1[C:31]2([CH2:30][CH2:29][N:28]([C:26]([N:12]3[CH2:13][CH:14]([C:16]4[CH:21]=[CH:20][C:19]([C:22]([F:24])([F:25])[F:23])=[CH:18][CH:17]=4)[CH2:15][CH:10]([NH:9][C:43]([CH:38]4[CH2:42][CH2:41][CH2:40][CH2:39]4)=[O:44])[CH2:11]3)=[O:27])[CH2:37][CH2:36]2)[O:32][CH2:33][CH2:34]1. The catalyst class is: 166.